From a dataset of Peptide-MHC class II binding affinity with 134,281 pairs from IEDB. Regression. Given a peptide amino acid sequence and an MHC pseudo amino acid sequence, predict their binding affinity value. This is MHC class II binding data. (1) The peptide sequence is GELQIVDKIDVAFKI. The MHC is DRB1_0404 with pseudo-sequence DRB1_0404. The binding affinity (normalized) is 0.566. (2) The peptide sequence is LAVVSVSPLLLTSSQ. The MHC is DRB1_0701 with pseudo-sequence DRB1_0701. The binding affinity (normalized) is 0.782. (3) The peptide sequence is DFLELLRYLAVELLP. The MHC is HLA-DPA10103-DPB10401 with pseudo-sequence HLA-DPA10103-DPB10401. The binding affinity (normalized) is 0.458.